Dataset: Catalyst prediction with 721,799 reactions and 888 catalyst types from USPTO. Task: Predict which catalyst facilitates the given reaction. (1) Reactant: [CH2:1]([O:3][C:4](=[O:13])[CH2:5][C:6]1[CH:11]=[CH:10][CH:9]=[C:8](Br)[CH:7]=1)[CH3:2].O.[F-].C([N+](CCCC)(CCCC)CCCC)CCC.[CH:33]#[C:34][CH2:35][CH2:36][CH3:37]. Product: [C:33]([C:8]1[CH:7]=[C:6]([CH2:5][C:4]([O:3][CH2:1][CH3:2])=[O:13])[CH:11]=[CH:10][CH:9]=1)#[C:34][CH2:35][CH2:36][CH3:37]. The catalyst class is: 189. (2) Reactant: [CH2:1](Br)[C:2]1[CH:7]=[CH:6][CH:5]=[CH:4][CH:3]=1.[F:9][C:10]1[CH:15]=[C:14]([CH3:16])[C:13]([OH:17])=[CH:12][C:11]=1[N+:18]([O-:20])=[O:19].C(=O)([O-])[O-].[K+].[K+]. Product: [CH2:1]([O:17][C:13]1[C:14]([CH3:16])=[CH:15][C:10]([F:9])=[C:11]([N+:18]([O-:20])=[O:19])[CH:12]=1)[C:2]1[CH:7]=[CH:6][CH:5]=[CH:4][CH:3]=1. The catalyst class is: 18. (3) Reactant: C[CH:2]([OH:14])[CH2:3][O:4][CH2:5][CH2:5][O:4][CH2:3][CH2:2][O:14]CCO.[C:15]([O:19][C:20]([CH3:23])([CH3:22])[CH3:21])(=[O:18])[CH:16]=[CH2:17].[Na]. Product: [C:20]([O:19][C:15](=[O:18])[CH2:16][CH2:17][O:14][CH2:2][CH2:3][O:4][CH3:5])([CH3:23])([CH3:22])[CH3:21]. The catalyst class is: 1. (4) Reactant: [CH3:1][O:2][CH2:3][C:4](=O)[CH2:5][C:6](=O)[CH:7]([CH3:9])[CH3:8].Cl.[NH2:13][C:14]([NH2:16])=[NH:15].C([O-])([O-])=O.[Na+].[Na+]. Product: [CH:7]([C:6]1[CH:5]=[C:4]([CH2:3][O:2][CH3:1])[N:15]=[C:14]([NH2:16])[N:13]=1)([CH3:9])[CH3:8]. The catalyst class is: 88. (5) Reactant: [CH3:1][C:2]1([CH3:17])[CH2:11][C:10]([CH3:13])([CH3:12])[C:9]2[C:4](=[CH:5][CH:6]=[C:7]([C:14]([OH:16])=[O:15])[CH:8]=2)[O:3]1.[I:18]Cl.BrC1C=C(C(O)=O)C=C2C=1OC(C)(C)CC2(C)C. Product: [I:18][C:5]1[CH:6]=[C:7]([C:14]([OH:16])=[O:15])[CH:8]=[C:9]2[C:4]=1[O:3][C:2]([CH3:17])([CH3:1])[CH2:11][C:10]2([CH3:12])[CH3:13]. The catalyst class is: 52. (6) Reactant: FC(F)(F)C(O)=O.C(O[C:13](=O)[N:14]([CH2:16][CH2:17][C@@H:18]([O:26][C:27]1[CH:32]=[CH:31][C:30]([Cl:33])=[CH:29][C:28]=1[Cl:34])[CH2:19][N:20]1[CH2:25][CH2:24][O:23][CH2:22][CH2:21]1)C)(C)(C)C.C1(OC)C=CC=CC=1. Product: [Cl:34][C:28]1[CH:29]=[C:30]([Cl:33])[CH:31]=[CH:32][C:27]=1[O:26][C@@H:18]([CH2:19][N:20]1[CH2:25][CH2:24][O:23][CH2:22][CH2:21]1)[CH2:17][CH2:16][NH:14][CH3:13]. The catalyst class is: 4.